Regression/Classification. Given a drug SMILES string, predict its absorption, distribution, metabolism, or excretion properties. Task type varies by dataset: regression for continuous measurements (e.g., permeability, clearance, half-life) or binary classification for categorical outcomes (e.g., BBB penetration, CYP inhibition). Dataset: cyp2c9_veith. From a dataset of CYP2C9 inhibition data for predicting drug metabolism from PubChem BioAssay. The molecule is Cc1ccccc1C(=O)c1c[nH]c(C(=O)NCC2CCCO2)c1. The result is 0 (non-inhibitor).